From a dataset of Peptide-MHC class II binding affinity with 134,281 pairs from IEDB. Regression. Given a peptide amino acid sequence and an MHC pseudo amino acid sequence, predict their binding affinity value. This is MHC class II binding data. (1) The peptide sequence is EKKYFAGTQFEPLAA. The MHC is DRB1_1602 with pseudo-sequence DRB1_1602. The binding affinity (normalized) is 0.572. (2) The peptide sequence is HPQDGDALTLRTATN. The MHC is DRB1_1501 with pseudo-sequence DRB1_1501. The binding affinity (normalized) is 0.353. (3) The binding affinity (normalized) is 0. The peptide sequence is ECYVQRFHLIKNTFG. The MHC is H-2-IAb with pseudo-sequence H-2-IAb.